Dataset: Catalyst prediction with 721,799 reactions and 888 catalyst types from USPTO. Task: Predict which catalyst facilitates the given reaction. Product: [F:27][C:24]1[CH:25]=[CH:26][C:21]([NH:20][C:15](=[O:17])[CH2:14][C:9]2[NH:10][C:11](=[O:13])[CH:12]=[C:7]([N:1]3[CH2:2][CH2:3][O:4][CH2:5][CH2:6]3)[N:8]=2)=[N:22][CH:23]=1. The catalyst class is: 7. Reactant: [N:1]1([C:7]2[N:8]=[C:9]([CH2:14][C:15]([O-:17])=O)[NH:10][C:11](=[O:13])[CH:12]=2)[CH2:6][CH2:5][O:4][CH2:3][CH2:2]1.[Na+].O.[NH2:20][C:21]1[CH:26]=[CH:25][C:24]([F:27])=[CH:23][N:22]=1.